This data is from Forward reaction prediction with 1.9M reactions from USPTO patents (1976-2016). The task is: Predict the product of the given reaction. (1) Given the reactants [NH2:1][C:2]1[CH:3]=[CH:4][C:5]([CH3:22])=[C:6]([NH:8][C:9]2[N:10]=[CH:11][C:12]3[N:17]=[C:16]([NH:18][C:19](=[O:21])[CH3:20])[S:15][C:13]=3[N:14]=2)[CH:7]=1.[C:23]([CH2:25][CH2:26][C:27]1[CH:28]=[C:29]([CH:33]=[CH:34][CH:35]=1)[C:30](O)=[O:31])#[N:24].F[P-](F)(F)(F)(F)F.N1(OC(N(C)C)=[N+](C)C)C2N=CC=CC=2N=N1.C(=O)([O-])O.[Na+], predict the reaction product. The product is: [C:19]([NH:18][C:16]1[S:15][C:13]2[N:14]=[C:9]([NH:8][C:6]3[CH:7]=[C:2]([NH:1][C:30](=[O:31])[C:29]4[CH:33]=[CH:34][CH:35]=[C:27]([CH2:26][CH2:25][C:23]#[N:24])[CH:28]=4)[CH:3]=[CH:4][C:5]=3[CH3:22])[N:10]=[CH:11][C:12]=2[N:17]=1)(=[O:21])[CH3:20]. (2) Given the reactants [CH3:1][CH:2]([C:4](=[O:7])[CH2:5][CH3:6])[CH3:3].[CH3:8][N:9]([CH:11](OC)OC)[CH3:10], predict the reaction product. The product is: [CH3:10][N:9]([CH3:8])/[CH:11]=[C:5](\[CH3:6])/[C:4](=[O:7])[CH:2]([CH3:3])[CH3:1]. (3) Given the reactants [Cl:1][C:2]1[CH:3]=[C:4]([C:8]2[C:13]3[N:14]([CH2:26][C@H:27]4[CH2:32][CH2:31][C@H:30]([CH3:33])[CH2:29][CH2:28]4)[C:15]([N:17]4[CH2:21][CH2:20][CH2:19][C@H:18]4[C:22]([F:25])([F:24])[F:23])=[N:16][C:12]=3[CH:11]=[C:10]([C:34]#[N:35])[N:9]=2)[CH:5]=[N:6][CH:7]=1.[N-:36]=[N+:37]=[N-:38].[Na+].[Cl-].[NH4+], predict the reaction product. The product is: [Cl:1][C:2]1[CH:3]=[C:4]([C:8]2[C:13]3[N:14]([CH2:26][C@H:27]4[CH2:28][CH2:29][C@H:30]([CH3:33])[CH2:31][CH2:32]4)[C:15]([N:17]4[CH2:21][CH2:20][CH2:19][C@H:18]4[C:22]([F:24])([F:23])[F:25])=[N:16][C:12]=3[CH:11]=[C:10]([C:34]3[NH:38][N:37]=[N:36][N:35]=3)[N:9]=2)[CH:5]=[N:6][CH:7]=1. (4) The product is: [NH2:7][C:8]1[CH:13]=[CH:12][C:11]([C:14]2[S:15][CH:16]=[CH:17][CH:18]=2)=[CH:10][C:9]=1[NH:19][C:20](=[O:36])[C:21]1[CH:26]=[CH:25][C:24]([CH2:27][C:28](=[O:35])[NH:29][CH2:30][Si:31]([CH3:33])([CH3:32])[CH3:34])=[CH:23][CH:22]=1. Given the reactants C(OC(=O)[NH:7][C:8]1[CH:13]=[CH:12][C:11]([C:14]2[S:15][CH:16]=[CH:17][CH:18]=2)=[CH:10][C:9]=1[NH:19][C:20](=[O:36])[C:21]1[CH:26]=[CH:25][C:24]([CH2:27][C:28](=[O:35])[NH:29][CH2:30][Si:31]([CH3:34])([CH3:33])[CH3:32])=[CH:23][CH:22]=1)(C)(C)C.C(O)(C(F)(F)F)=O, predict the reaction product. (5) Given the reactants [OH:1][CH2:2][C:3]1[CH:8]=[CH:7][C:6]([CH:9]([C:19]([NH:21][C:22]2[CH:23]=[C:24]3[C:29](=[CH:30][CH:31]=2)[CH:28]=[N:27][CH:26]=[CH:25]3)=[O:20])[CH2:10][NH:11][C:12](=[O:18])[O:13][C:14]([CH3:17])([CH3:16])[CH3:15])=[CH:5][CH:4]=1.[CH3:32][C:33]1[CH:41]=[CH:40][CH:39]=[CH:38][C:34]=1[C:35](Cl)=[O:36].C([O-])(O)=O.[Na+], predict the reaction product. The product is: [CH3:32][C:33]1[CH:41]=[CH:40][CH:39]=[CH:38][C:34]=1[C:35]([O:1][CH2:2][C:3]1[CH:4]=[CH:5][C:6]([CH:9]([CH2:10][NH:11][C:12]([O:13][C:14]([CH3:16])([CH3:17])[CH3:15])=[O:18])[C:19]([NH:21][C:22]2[CH:23]=[C:24]3[C:29](=[CH:30][CH:31]=2)[CH:28]=[N:27][CH:26]=[CH:25]3)=[O:20])=[CH:7][CH:8]=1)=[O:36].